Dataset: NCI-60 drug combinations with 297,098 pairs across 59 cell lines. Task: Regression. Given two drug SMILES strings and cell line genomic features, predict the synergy score measuring deviation from expected non-interaction effect. (1) Drug 1: C1CCC(C1)C(CC#N)N2C=C(C=N2)C3=C4C=CNC4=NC=N3. Drug 2: C1=CC(=CC=C1CCC2=CNC3=C2C(=O)NC(=N3)N)C(=O)NC(CCC(=O)O)C(=O)O. Cell line: NCI/ADR-RES. Synergy scores: CSS=20.2, Synergy_ZIP=-1.32, Synergy_Bliss=4.30, Synergy_Loewe=-5.78, Synergy_HSA=4.49. (2) Drug 1: CN1CCC(CC1)COC2=C(C=C3C(=C2)N=CN=C3NC4=C(C=C(C=C4)Br)F)OC. Drug 2: CC(CN1CC(=O)NC(=O)C1)N2CC(=O)NC(=O)C2. Cell line: SNB-19. Synergy scores: CSS=25.1, Synergy_ZIP=-2.03, Synergy_Bliss=5.24, Synergy_Loewe=5.30, Synergy_HSA=5.61. (3) Synergy scores: CSS=8.17, Synergy_ZIP=-1.24, Synergy_Bliss=1.99, Synergy_Loewe=0.157, Synergy_HSA=1.57. Cell line: NCI/ADR-RES. Drug 2: C(=O)(N)NO. Drug 1: CN(C)N=NC1=C(NC=N1)C(=O)N. (4) Drug 1: CCCS(=O)(=O)NC1=C(C(=C(C=C1)F)C(=O)C2=CNC3=C2C=C(C=N3)C4=CC=C(C=C4)Cl)F. Drug 2: CCC1=CC2CC(C3=C(CN(C2)C1)C4=CC=CC=C4N3)(C5=C(C=C6C(=C5)C78CCN9C7C(C=CC9)(C(C(C8N6C)(C(=O)OC)O)OC(=O)C)CC)OC)C(=O)OC.C(C(C(=O)O)O)(C(=O)O)O. Cell line: T-47D. Synergy scores: CSS=28.9, Synergy_ZIP=-5.73, Synergy_Bliss=-3.18, Synergy_Loewe=-13.5, Synergy_HSA=-3.90. (5) Drug 1: C1CC(=O)NC(=O)C1N2CC3=C(C2=O)C=CC=C3N. Drug 2: B(C(CC(C)C)NC(=O)C(CC1=CC=CC=C1)NC(=O)C2=NC=CN=C2)(O)O. Cell line: HCT-15. Synergy scores: CSS=3.68, Synergy_ZIP=-1.74, Synergy_Bliss=-0.711, Synergy_Loewe=0.0291, Synergy_HSA=0.0293.